Dataset: Reaction yield outcomes from USPTO patents with 853,638 reactions. Task: Predict the reaction yield, written as a fraction of the theoretical maximum amount of product (1.0 means a 100% yield; for example, 0.34 means a 34% yield). (1) The reactants are C[N:2]1[CH:7]2[CH2:8][CH2:9][CH2:10][CH:3]1[CH2:4][CH:5]([NH:11][C:12](=[O:18])[O:13][C:14]([CH3:17])([CH3:16])[CH3:15])[CH2:6]2.[OH-].[Na+].[O-][Mn](=O)(=O)=O.[K+]. The catalyst is C1COCC1.O. The product is [CH:7]12[NH:2][CH:3]([CH2:10][CH2:9][CH2:8]1)[CH2:4][CH:5]([NH:11][C:12](=[O:18])[O:13][C:14]([CH3:16])([CH3:15])[CH3:17])[CH2:6]2. The yield is 0.890. (2) The reactants are [OH:1][N:2]=[C:3](Cl)[C:4]1[CH:15]=[CH:14][C:7]2[B:8]([OH:13])[O:9][C:10]([CH3:12])([CH3:11])[C:6]=2[CH:5]=1.[Cl:17][C:18]1[CH:23]=[C:22]([C:24]([C:26]([F:29])([F:28])[F:27])=[CH2:25])[CH:21]=[C:20]([Cl:30])[C:19]=1[O:31][CH3:32]. The catalyst is CN(C=O)C. The product is [Cl:17][C:18]1[CH:23]=[C:22]([C:24]2([C:26]([F:29])([F:27])[F:28])[O:1][N:2]=[C:3]([C:4]3[CH:15]=[CH:14][C:7]4[B:8]([OH:13])[O:9][C:10]([CH3:12])([CH3:11])[C:6]=4[CH:5]=3)[CH2:25]2)[CH:21]=[C:20]([Cl:30])[C:19]=1[O:31][CH3:32]. The yield is 0.156. (3) The reactants are [CH2:1]([O:4][C:5]1[CH:6]=[C:7]([CH:12]=[CH:13][C:14]=1I)[C:8]([O:10][CH3:11])=[O:9])[CH:2]=[CH2:3].C([O-])([O-])=O.[Na+].[Na+].C([O-])=O.[Na+]. The catalyst is CN(C=O)C.[N+](CCCC)(CCCC)(CCCC)CCCC.[Cl-].O.CC([O-])=O.CC([O-])=O.[Pd+2]. The product is [CH3:3][C:2]1[C:14]2[CH:13]=[CH:12][C:7]([C:8]([O:10][CH3:11])=[O:9])=[CH:6][C:5]=2[O:4][CH:1]=1. The yield is 0.670. (4) The reactants are [CH:1]1([CH:7]([NH:21][C:22]2[CH:30]=[CH:29][C:25](C(O)=O)=[CH:24][CH:23]=2)[C:8]2[O:9][C:10]3[CH:19]=[CH:18][C:17]([F:20])=[CH:16][C:11]=3[C:12]=2[CH2:13][O:14][CH3:15])[CH2:6][CH2:5][CH2:4][CH2:3][CH2:2]1.CNC[CH2:34][C:35]([O:37][CH2:38][CH3:39])=[O:36].O.ON1C2C=CC=CC=2N=N1.Cl.C(N=C=NCCCN(C)C)C.[Cl-].[NH4+].[CH3:65][N:66]([CH3:69])[CH:67]=[O:68]. The catalyst is C(N(CC)CC)C. The product is [CH:1]1([CH:7]([NH:21][C:22]2[CH:30]=[CH:29][C:25]([C:67]([N:66]([CH3:69])[CH2:65][CH2:34][C:35]([O:37][CH2:38][CH3:39])=[O:36])=[O:68])=[CH:24][CH:23]=2)[C:8]2[O:9][C:10]3[CH:19]=[CH:18][C:17]([F:20])=[CH:16][C:11]=3[C:12]=2[CH2:13][O:14][CH3:15])[CH2:6][CH2:5][CH2:4][CH2:3][CH2:2]1. The yield is 0.770.